From a dataset of Forward reaction prediction with 1.9M reactions from USPTO patents (1976-2016). Predict the product of the given reaction. (1) Given the reactants [OH:1][CH:2]([C:5]1[C:14]2[C:9](=[CH:10][CH:11]=[CH:12][CH:13]=2)[CH:8]=[CH:7][CH:6]=1)[C:3]#[N:4].[H-].[H-].[H-].[H-].[Li+].[Al+3].C1COCC1, predict the reaction product. The product is: [NH2:4][CH2:3][CH:2]([C:5]1[C:14]2[C:9](=[CH:10][CH:11]=[CH:12][CH:13]=2)[CH:8]=[CH:7][CH:6]=1)[OH:1]. (2) The product is: [Cl:22][C:21]1[C:16]([O:14][C:10]2[CH:9]=[C:8]([N:5]3[CH2:4][CH2:3][N:2]([CH3:1])[CH2:7][CH2:6]3)[CH:13]=[CH:12][CH:11]=2)=[N:17][CH:18]=[C:19]([N+:23]([O-:25])=[O:24])[CH:20]=1. Given the reactants [CH3:1][N:2]1[CH2:7][CH2:6][N:5]([C:8]2[CH:9]=[C:10]([OH:14])[CH:11]=[CH:12][CH:13]=2)[CH2:4][CH2:3]1.Cl[C:16]1[C:21]([Cl:22])=[CH:20][C:19]([N+:23]([O-:25])=[O:24])=[CH:18][N:17]=1, predict the reaction product. (3) Given the reactants [F:1][CH:2]([F:12])[O:3][C:4]1[N:9]=[C:8]([CH2:10]O)[CH:7]=[CH:6][CH:5]=1.C(Br)(Br)(Br)[Br:14].C1C=CC(P(C2C=CC=CC=2)C2C=CC=CC=2)=CC=1, predict the reaction product. The product is: [Br:14][CH2:10][C:8]1[CH:7]=[CH:6][CH:5]=[C:4]([O:3][CH:2]([F:12])[F:1])[N:9]=1. (4) Given the reactants [CH3:1][NH:2][C:3]1[C:8]([NH2:9])=[CH:7][C:6]([C:10]([F:13])([F:12])[F:11])=[CH:5][N:4]=1.CCN=C=NCCCN(C)C.[Cl:25][C:26]1[C:27]([C:32](O)=[O:33])=[N:28][CH:29]=[N:30][CH:31]=1.C(=O)([O-])O.[Na+], predict the reaction product. The product is: [Cl:25][C:26]1[C:27]([C:32]([NH:9][C:8]2[C:3]([NH:2][CH3:1])=[N:4][CH:5]=[C:6]([C:10]([F:13])([F:11])[F:12])[CH:7]=2)=[O:33])=[N:28][CH:29]=[N:30][CH:31]=1. (5) Given the reactants [CH3:1][O:2][C:3]1[CH:4]=[C:5]2[C:10](=[C:11]3[CH2:15][C:14]([CH3:17])([CH3:16])[O:13][C:12]=13)[C:9]([C:18]1[CH:19]=[C:20]([NH2:24])[CH:21]=[CH:22][CH:23]=1)=[N:8][C:7]([CH3:26])([CH3:25])[CH2:6]2.C(N(CC)CC)C.[C:34](Cl)(=[O:36])[CH3:35].O, predict the reaction product. The product is: [CH3:1][O:2][C:3]1[CH:4]=[C:5]2[C:10](=[C:11]3[CH2:15][C:14]([CH3:17])([CH3:16])[O:13][C:12]=13)[C:9]([C:18]1[CH:19]=[C:20]([NH:24][C:34](=[O:36])[CH3:35])[CH:21]=[CH:22][CH:23]=1)=[N:8][C:7]([CH3:26])([CH3:25])[CH2:6]2.